Dataset: Experimentally validated miRNA-target interactions with 360,000+ pairs, plus equal number of negative samples. Task: Binary Classification. Given a miRNA mature sequence and a target amino acid sequence, predict their likelihood of interaction. (1) The miRNA is hsa-miR-570-3p with sequence CGAAAACAGCAAUUACCUUUGC. The protein sequence of the target gene is MEEDLFQLRQLPVVKFRRTGESARSEDDTASGEHEVQIEGVHVGLEAVELDDGAAVPKEFANPTDDTFMVEDAVEAIGFGKFQWKLSVLTGLAWMADAMEMMILSILAPQLHCEWRLPSWQVALLTSVVFVGMMSSSTLWGNISDQYGRKTGLKISVLWTLYYGILSAFAPVYSWILVLRGLVGFGIGGVPQSVTLYAEFLPMKARAKCILLIEVFWAIGTVFEVVLAVFVMPSLGWRWLLILSAVPLLLFAVLCFWLPESARYDVLSGNQEKAIATLKRIATENGAPMPLGKLIISRQE.... Result: 1 (interaction). (2) The miRNA is hsa-miR-9-5p with sequence UCUUUGGUUAUCUAGCUGUAUGA. The protein sequence of the target gene is MAKNRRDRNSWGGFSEKTYEWSSEEEEPVKKAGPVQVLIVKDDHSFELDETALNRILLSEAVRDKEVVAVSVAGAFRKGKSFLMDFMLRYMYNQESVDWVGDYNEPLTGFSWRGGSERETTGIQIWSEIFLINKPDGKKVAVLLMDTQGTFDSQSTLRDSATVFALSTMISSIQVYNLSQNVQEDDLQHLQLFTEYGRLAMEETFLKPFQSLIFLVRDWSFPYEFSYGADGGAKFLEKRLKVSGNQHEELQNVRKHIHSCFTNISCFLLPHPGLKVATNPNFDGKLKEIDDEFIKNLKIL.... Result: 1 (interaction). (3) The miRNA is cel-miR-249-3p with sequence UCACAGGACUUUUGAGCGUUGCC. The protein sequence of the target gene is MGCSSSSTKTRRSDTSLRAALIIQNWYRGYKARLKARQHYALTIFQSIEYADEQGQMQLSTFFSFMLENYTHIHKEELELRNQSLESEQDMRDRWDYVDSIDVPDSYNGPRLQFPLTCTDIDLLLEAFKEQQILHAHYVLEVLFETKKVLKQMPNFTHIQTSPSKEVTICGDLHGKLDDLFLIFYKNGLPSERNPYVFNGDFVDRGKNSIEILMILCVSFLVYPNDLHLNRGNHEDFMMNLRYGFTKEILHKYKLHGKRILQILEEFYAWLPIGTIVDNEILVIHGGISETTDLNLLHRV.... Result: 0 (no interaction). (4) The miRNA is mmu-miR-3073a-3p with sequence UUGAUGUCCACUGUGACCAUAG. The protein sequence of the target gene is MQQPMNYPCPQIFWVDSSATSSWAPPGSVFPCPSCGPRGPDQRRPPPPPPPVSPLPPPSQPLPLPPLTPLKKKDHNTNLWLPVVFFMVLVALVGMGLGMYQLFHLQKELAELREFTNQSLKVSSFEKQIANPSTPSEKKEPRSVAHLTGNPHSRSIPLEWEDTYGTALISGVKYKKGGLVINETGLYFVYSKVYFRGQSCNNQPLNHKVYMRNSKYPEDLVLMEEKRLNYCTTGQIWAHSSYLGAVFNLTSADHLYVNISQLSLINFEESKTFFGLYKL. Result: 0 (no interaction). (5) The miRNA is hsa-miR-106b-5p with sequence UAAAGUGCUGACAGUGCAGAU. The protein sequence of the target gene is MFQRLNKMFVGEVTTSSSQEPEFSEKEDDEWILVDFIDTCPGFSAEEEEEDEDIGEESSAEHTSVFSCLPASLECLTDTSDSCFLQFESCPMEESWFITPPPCFTAGGLTTIKVETSPMENLLIEHPSMSVYAVHNSCPGLSEASCGNDEYNSSGPRMEAQSEMGKHIHCCVAALAAQATFLEQPKSFRPSQWIKGHSERQSLNRNGLRRQNLTRDCHTRQMKHSGWVVHQPCPRQYNY. Result: 0 (no interaction). (6) The miRNA is hsa-miR-6785-5p with sequence UGGGAGGGCGUGGAUGAUGGUG. The protein sequence of the target gene is MASSLKIWGTLLALLCILCTLLVQSKEVSWREFMKQHYLSPSREFREYKCDVLMRENEALKDKSSHMFIYISWYKIEHICTSDNWMDRFRNAYVWVQNPLKVLKCHQENSKNSYTESRSFNYIEFHCSMDGYVDSIEDLKMVEPIGN. Result: 0 (no interaction). (7) The miRNA is hsa-miR-617 with sequence AGACUUCCCAUUUGAAGGUGGC. The protein sequence of the target gene is MADDKVAILTDDEEEQKRKYVLADPFNGISREPEPPSNETPSSTETSAIPEEEIDWIEKHCVKINNDLLISKVFYFFFYSAYGSLYPLLPVYYKQLGMSPSQSGLLVGIRYFIEFCSAPFWGVVADRFKKGKIVLLFSLLCWVLFNLGIGFVKPATLRCVPKIRPTTHPTNASHQLTILPTNSSFTSFLTISPKMREKRNLLETRLNVSDTVTLPTAPNMNSEPTLQPQTGEITNRMMDLTLNSSTATPVSPGSVTKETTTVIVTTTKSLPSDQVMLVYDQQEVEAIFLVILVVVIIGEF.... Result: 1 (interaction). (8) The miRNA is hsa-miR-4673 with sequence UCCAGGCAGGAGCCGGACUGGA. The protein sequence of the target gene is MKPQLVNLLLLCCCCLGRHGVAGTWSWSHQREAAALRESLHRHRYLNSFPHENSTAFYGVNQFSYLFPEEFKALYLGSKYAWAPRYPAEGQRPIPNVSLPLRFDWRDKHVVNPVRNQEMCGGCWAFSVVSAIESARAIQGKSLDYLSVQQVIDCSFNNSGCLGGSPLCALRWLNETQLKLVADSQYPFKAVNGQCRHFPQSQAGVSVKDFSAYNFRGQEDEMARALLSFGPLVVIVDAMSWQDYLGGIIQHHCSSGEANHAVLITGFDRTGNTPYWMVRNSWGSSWGVEGYAHVKMGGNV.... Result: 0 (no interaction). (9) The miRNA is hsa-miR-208b-5p with sequence AAGCUUUUUGCUCGAAUUAUGU. The protein sequence of the target gene is MEKASGRQSIALSTVETGTVNPGLELMEKEVEPEGSKRTDAQGHSLGDGLGPSTYQRRSRWPFSKARSFCKTHASLFKKILLGLLCLAYAAYLLAACILNFQRALALFVITCLVIFVLVHSFLKKLLGKKLTRCLKPFENSRLRLWTKWVFAGVSLVGLILWLALDTAQRPEQLIPFAGICMFILILFACSKHHSAVSWRTVFSGLGLQFVFGILVIRTDLGYTVFQWLGEQVQIFLNYTVAGSSFVFGDTLVKDVFAFQALPIIIFFGCVVSILYYLGLVQWVVQKVAWFLQITMGTTA.... Result: 1 (interaction). (10) Result: 0 (no interaction). The protein sequence of the target gene is MENSQLCKLFIGGLNVQTSESGLRGHFEAFGTLTDCVVVVNPQTKRSRCFGFVTYSNVEEADAAMAASPHAVDGNTVELKRAVSREDSARPGAHAKVKKLFVGGLKGDVAEGDLIEHFSQFGTVEKAEIIADKQSGKKRGFGFVYFQNHDAADKAAVVKFHPIQGHRVEVKKAVPKEDIYSGGGGGGSRSSRGGRGGRGRGGGRDQNGLSKGGGGGYNSYGGYGGGGGGGYNAYGGGGGGSSYGGSDYGNGFGGFGSYSQHQSSYGPMKSGGGGGGGGSSWGGRSNSGPYRGGYGGGGGY.... The miRNA is hsa-miR-4482-3p with sequence UUUCUAUUUCUCAGUGGGGCUC.